This data is from Forward reaction prediction with 1.9M reactions from USPTO patents (1976-2016). The task is: Predict the product of the given reaction. (1) The product is: [CH2:26]([N:23]([CH2:24][CH3:25])[C:21]1[CH:20]=[C:19]([CH3:28])[N:18]=[C:17]([NH:15][C:5]2[CH:6]=[CH:7][C:8]([N:9]3[CH:13]=[C:12]([CH3:14])[N:11]=[CH:10]3)=[C:3]([O:2][CH3:1])[CH:4]=2)[N:22]=1)[CH3:27]. Given the reactants [CH3:1][O:2][C:3]1[CH:4]=[C:5]([NH2:15])[CH:6]=[CH:7][C:8]=1[N:9]1[CH:13]=[C:12]([CH3:14])[N:11]=[CH:10]1.Cl[C:17]1[N:22]=[C:21]([N:23]([CH2:26][CH3:27])[CH2:24][CH3:25])[CH:20]=[C:19]([CH3:28])[N:18]=1, predict the reaction product. (2) Given the reactants [CH2:1]([O:8][CH:9]1[CH2:14][CH2:13][CH2:12][CH2:11][CH:10]1[NH:15][C:16]([C:18]1[N:19]([CH2:24][C:25](=[O:41])[NH:26][CH:27]2[CH2:32][CH2:31][CH2:30][CH2:29][CH:28]2[O:33][CH2:34][C:35]2[CH:40]=[CH:39][CH:38]=[CH:37][CH:36]=2)[N:20]=[C:21]([NH2:23])[CH:22]=1)=[O:17])[C:2]1[CH:7]=[CH:6][CH:5]=[CH:4][CH:3]=1.[C:42]1([S:48](Cl)(=[O:50])=[O:49])[CH:47]=[CH:46][CH:45]=[CH:44][CH:43]=1, predict the reaction product. The product is: [CH2:1]([O:8][CH:9]1[CH2:14][CH2:13][CH2:12][CH2:11][CH:10]1[NH:15][C:16]([C:18]1[N:19]([CH2:24][C:25](=[O:41])[NH:26][CH:27]2[CH2:32][CH2:31][CH2:30][CH2:29][CH:28]2[O:33][CH2:34][C:35]2[CH:40]=[CH:39][CH:38]=[CH:37][CH:36]=2)[N:20]=[C:21]([NH:23][S:48]([C:42]2[CH:47]=[CH:46][CH:45]=[CH:44][CH:43]=2)(=[O:50])=[O:49])[CH:22]=1)=[O:17])[C:2]1[CH:3]=[CH:4][CH:5]=[CH:6][CH:7]=1. (3) Given the reactants O1CCOC1CC=C1C[N:10]([C:12]([O:14][CH2:15][C:16]2[CH:21]=[CH:20][CH:19]=[CH:18][CH:17]=2)=[O:13])[CH2:9]1.C[N+]1([O-])CC[O:26]CC1.[C:30]([O:33][CH2:34][CH3:35])(=[O:32])[CH3:31].[CH3:36][C:37]([CH3:39])=[O:38].O, predict the reaction product. The product is: [O:33]1[CH2:34][CH2:35][O:32][CH:30]1[CH2:31][CH:36]([C:37]1([OH:38])[CH2:9][N:10]([C:12]([O:14][CH2:15][C:16]2[CH:21]=[CH:20][CH:19]=[CH:18][CH:17]=2)=[O:13])[CH2:39]1)[OH:26]. (4) Given the reactants [CH3:1][NH:2][C@@H:3]1[CH2:7][CH2:6][N:5]([C:8]2[CH:13]=[CH:12][C:11]([NH:14][C:15]([N:17]3[CH2:22][CH2:21][CH:20]([C:23]4[CH:28]=[CH:27][C:26]([Cl:29])=[CH:25][CH:24]=4)[CH2:19][CH2:18]3)=[O:16])=[CH:10][CH:9]=2)[CH2:4]1.C(=O)([O-])[O-].[K+].[K+].Br[C:37]1[N:42]=[CH:41][CH:40]=[CH:39][N:38]=1, predict the reaction product. The product is: [CH3:1][N:2]([C:37]1[N:42]=[CH:41][CH:40]=[CH:39][N:38]=1)[C@@H:3]1[CH2:7][CH2:6][N:5]([C:8]2[CH:9]=[CH:10][C:11]([NH:14][C:15]([N:17]3[CH2:18][CH2:19][CH:20]([C:23]4[CH:24]=[CH:25][C:26]([Cl:29])=[CH:27][CH:28]=4)[CH2:21][CH2:22]3)=[O:16])=[CH:12][CH:13]=2)[CH2:4]1. (5) Given the reactants [Br:1][C:2]1[CH:3]=[C:4]([NH:8][C:9]2[C:14]([N+:15]([O-])=O)=[CH:13][CH:12]=[CH:11][N:10]=2)[CH:5]=[CH:6][CH:7]=1.O.O.[Sn](Cl)Cl, predict the reaction product. The product is: [Br:1][C:2]1[CH:3]=[C:4]([NH:8][C:9]2[C:14]([NH2:15])=[CH:13][CH:12]=[CH:11][N:10]=2)[CH:5]=[CH:6][CH:7]=1. (6) Given the reactants [CH3:1][NH:2][C:3]([C:5]1[N:6]([CH3:26])[N:7]=[C:8]2[C:13]=1[CH:12]=[C:11]([O:14][C:15]1[C:20]([Br:21])=[CH:19][C:18]([N+:22]([O-])=O)=[CH:17][C:16]=1[Br:25])[CH:10]=[CH:9]2)=[O:4].[Sn](Cl)Cl, predict the reaction product. The product is: [CH3:1][NH:2][C:3]([C:5]1[N:6]([CH3:26])[N:7]=[C:8]2[C:13]=1[CH:12]=[C:11]([O:14][C:15]1[C:16]([Br:25])=[CH:17][C:18]([NH2:22])=[CH:19][C:20]=1[Br:21])[CH:10]=[CH:9]2)=[O:4]. (7) Given the reactants CC[N:3](C(C)C)[CH:4]([CH3:6])[CH3:5].[C:10]([O:14][C:15]([N:17]1[CH2:22][CH2:21][N:20]([C:23](=[O:53])[CH2:24][N:25]2[C:30]3[N:31]=[C:32](S(C)=O)[N:33]=[CH:34][C:29]=3[CH:28]=[C:27]([C:38]3[CH:43]=[CH:42][C:41]([C:44]4[CH:49]=[CH:48][CH:47]=[C:46]([CH3:50])[N:45]=4)=[CH:40][C:39]=3[CH3:51])[C:26]2=[O:52])[CH2:19][CH2:18]1)=[O:16])([CH3:13])([CH3:12])[CH3:11].CC(N)C, predict the reaction product. The product is: [CH:4]([NH:3][C:32]1[N:33]=[CH:34][C:29]2[CH:28]=[C:27]([C:38]3[CH:43]=[CH:42][C:41]([C:44]4[CH:49]=[CH:48][CH:47]=[C:46]([CH3:50])[N:45]=4)=[CH:40][C:39]=3[CH3:51])[C:26](=[O:52])[N:25]([CH2:24][C:23]([N:20]3[CH2:21][CH2:22][N:17]([C:15]([O:14][C:10]([CH3:13])([CH3:12])[CH3:11])=[O:16])[CH2:18][CH2:19]3)=[O:53])[C:30]=2[N:31]=1)([CH3:6])[CH3:5]. (8) The product is: [C:21]([N:18]1[CH2:17][CH2:16][N:15]([C:9]2[C:10]([C:12](=[O:14])[CH3:13])=[CH:11][C:2]([Cl:1])=[C:3]3[C:8]=2[N:7]=[CH:6][CH:5]=[CH:4]3)[CH2:20][CH2:19]1)(=[O:28])[C:22]1[CH:27]=[CH:26][CH:25]=[CH:24][CH:23]=1. Given the reactants [Cl:1][C:2]1[CH:11]=[C:10]([C:12](=[O:14])[CH3:13])[C:9]([N:15]2[CH2:20][CH2:19][NH:18][CH2:17][CH2:16]2)=[C:8]2[C:3]=1[CH:4]=[CH:5][CH:6]=[N:7]2.[C:21](Cl)(=[O:28])[C:22]1[CH:27]=[CH:26][CH:25]=[CH:24][CH:23]=1.C(N(CC)CC)C, predict the reaction product. (9) Given the reactants Br[C:2]1[CH:11]=[N:10][C:9]2[C:8](=[O:12])[NH:7][CH:6]=[N:5][C:4]=2[CH:3]=1.C(=O)([O-])[O-].[Cs+].[Cs+].[CH3:19][O:20][CH:21]([O:24][CH3:25])[CH2:22][OH:23].[NH4+].[Cl-], predict the reaction product. The product is: [CH3:19][O:20][CH:21]([O:24][CH3:25])[CH2:22][O:23][C:2]1[CH:11]=[N:10][C:9]2[C:8](=[O:12])[NH:7][CH:6]=[N:5][C:4]=2[CH:3]=1.